Dataset: Full USPTO retrosynthesis dataset with 1.9M reactions from patents (1976-2016). Task: Predict the reactants needed to synthesize the given product. (1) Given the product [C:20]([O:23][C:24]([N:18]([CH:15]([CH3:17])[CH3:16])[CH2:10][C:8]([C:5]1[CH:4]=[CH:3][C:2]([Cl:1])=[CH:7][CH:6]=1)([OH:9])[C:11]([OH:13])=[O:12])=[O:25])([CH3:22])([CH3:21])[CH3:19], predict the reactants needed to synthesize it. The reactants are: [Cl:1][C:2]1[CH:7]=[CH:6][C:5]([C:8]2([C:11]([O:13]C)=[O:12])[CH2:10][O:9]2)=[CH:4][CH:3]=1.[CH:15]([NH2:18])([CH3:17])[CH3:16].[CH3:19][C:20]([O:23][C:24](O[C:24]([O:23][C:20]([CH3:22])([CH3:21])[CH3:19])=[O:25])=[O:25])([CH3:22])[CH3:21]. (2) Given the product [Br:16][C:17]1[C:18]([CH3:24])=[C:19]([NH:20][CH2:2][C:3]2[CH:7]=[C:6]([C:8]([CH3:11])([CH3:10])[CH3:9])[S:5][C:4]=2[C:12]([O:14][CH3:15])=[O:13])[CH:21]=[CH:22][CH:23]=1, predict the reactants needed to synthesize it. The reactants are: Br[CH2:2][C:3]1[CH:7]=[C:6]([C:8]([CH3:11])([CH3:10])[CH3:9])[S:5][C:4]=1[C:12]([O:14][CH3:15])=[O:13].[Br:16][C:17]1[C:18]([CH3:24])=[C:19]([CH:21]=[CH:22][CH:23]=1)[NH2:20].C(=O)([O-])[O-].[Cs+].[Cs+]. (3) The reactants are: [NH:1]1[CH:5]=[CH:4][N:3]=[C:2]1/[N:6]=[CH:7]/[C:8]1[CH:13]=[CH:12][CH:11]=[CH:10][CH:9]=1.[CH2:14]([Mg]Br)[CH3:15]. Given the product [NH:1]1[CH:5]=[CH:4][N:3]=[C:2]1[NH:6][CH:7]([C:8]1[CH:9]=[CH:10][CH:11]=[CH:12][CH:13]=1)[CH2:14][CH3:15], predict the reactants needed to synthesize it. (4) Given the product [N+:17]([C:20]1[CH:25]=[CH:24][C:23]([CH2:26][C:27]2[C:2]3[C:3](=[CH:4][CH:5]=[CH:6][CH:7]=3)[NH:8][N:9]=2)=[CH:22][CH:21]=1)([O-:19])=[O:18], predict the reactants needed to synthesize it. The reactants are: I[C:2]1[CH:7]=[CH:6][CH:5]=[CH:4][C:3]=1[NH:8][NH2:9].C1(C)C=CC=CC=1.[N+:17]([C:20]1[CH:25]=[CH:24][C:23]([C:26]#[CH:27])=[CH:22][CH:21]=1)([O-:19])=[O:18].